This data is from CYP2C19 inhibition data for predicting drug metabolism from PubChem BioAssay. The task is: Regression/Classification. Given a drug SMILES string, predict its absorption, distribution, metabolism, or excretion properties. Task type varies by dataset: regression for continuous measurements (e.g., permeability, clearance, half-life) or binary classification for categorical outcomes (e.g., BBB penetration, CYP inhibition). Dataset: cyp2c19_veith. (1) The compound is CCOC(=O)C1CCCN(C(=O)c2sc3nc(-c4ccc(OC)cc4)cn3c2C)C1. The result is 1 (inhibitor). (2) The drug is Cc1nc2cnc(N(C)C)nc2n(CCc2ccccc2)c1=O. The result is 1 (inhibitor). (3) The compound is COc1ccccc1CNC(=O)Cn1nnc(-c2ccncc2)n1. The result is 1 (inhibitor). (4) The compound is CN(C)Cc1cc(C(C)(C)C)ccc1-c1ccc(C(C)(C)C)cc1CN(C)C. The result is 0 (non-inhibitor). (5) The molecule is COc1ccc(C(=O)N2CCC3(CC2)CN(c2ccccn2)C3)cc1. The result is 0 (non-inhibitor). (6) The compound is COc1ccc(CN2CN(c3ccc(Cl)cc3)C(=O)N(n3cnnc3)C2)cc1. The result is 0 (non-inhibitor). (7) The compound is Cc1ncc(CO)c(CO)c1O. The result is 0 (non-inhibitor).